From a dataset of Forward reaction prediction with 1.9M reactions from USPTO patents (1976-2016). Predict the product of the given reaction. (1) Given the reactants [CH2:1]([C:3]1[CH:4]=[C:5]([C:22]([O:24]C)=[O:23])[C:6](=[O:21])[NH:7][C:8]=1[C:9]1[CH:14]=[CH:13][C:12]([N:15]2[CH2:19][CH2:18][CH:17](O)[CH2:16]2)=[CH:11][CH:10]=1)[CH3:2].CCN(CC)CC.[N-:33]=[N+:34]=[N-:35].[Na+].[Li+].[OH-].Cl, predict the reaction product. The product is: [N:33]([CH:17]1[CH2:18][CH2:19][N:15]([C:12]2[CH:13]=[CH:14][C:9]([C:8]3[NH:7][C:6](=[O:21])[C:5]([C:22]([OH:24])=[O:23])=[CH:4][C:3]=3[CH2:1][CH3:2])=[CH:10][CH:11]=2)[CH2:16]1)=[N+:34]=[N-:35]. (2) Given the reactants F.F.F.[CH3:4][N:5]([CH3:36])[O:6][CH2:7][CH2:8][O:9][C@:10]1(CCN)[C@:14](CCN)([OH:15])[C@@H:13]([CH2:19][OH:20])[O:12][C@@:11]1(CCN)[N:21]1[CH:28]=[C:27]([CH3:29])[C:25](=[O:26])[NH:24][C:22]1=[O:23].[Si](OC[C@H]1O[C@@H](N2C=C(C)C(=O)NC2=O)[C@H](OCCON(C)C)[C@@H]1O)(C(C)(C)C)(C1C=CC=CC=1)C1C=CC=CC=1.CO, predict the reaction product. The product is: [CH3:4][N:5]([CH3:36])[O:6][CH2:7][CH2:8][O:9][C@@H:10]1[C@H:14]([OH:15])[C@@H:13]([CH2:19][OH:20])[O:12][C@H:11]1[N:21]1[CH:28]=[C:27]([CH3:29])[C:25](=[O:26])[NH:24][C:22]1=[O:23]. (3) The product is: [CH:31]1([C:29]2[N:28]=[C:27]3[C:23]([N:24]=[CH:25][N:26]3[CH:36]([CH3:38])[CH3:37])=[C:22]([NH:21][C:18]3[CH:19]=[CH:20][C:15]([C:9]([P:4](=[O:3])([OH:5])[OH:8])([OH:12])[PH2:10]=[O:11])=[CH:16][CH:17]=3)[N:30]=2)[CH2:32][CH2:33][CH2:34][CH2:35]1. Given the reactants C([O:3][P:4]([C:9]([C:15]1[CH:20]=[CH:19][C:18]([NH:21][C:22]2[N:30]=[C:29]([CH:31]3[CH2:35][CH2:34][CH2:33][CH2:32]3)[N:28]=[C:27]3[C:23]=2[N:24]=[CH:25][N:26]3[CH:36]([CH3:38])[CH3:37])=[CH:17][CH:16]=1)([O:12]CC)[PH2:10]=[O:11])(=[O:8])[O:5]CC)C.[Si](I)(C)(C)C, predict the reaction product.